From a dataset of Reaction yield outcomes from USPTO patents with 853,638 reactions. Predict the reaction yield, written as a fraction of the theoretical maximum amount of product (1.0 means a 100% yield; for example, 0.34 means a 34% yield). (1) The product is [CH2:1]([O:8][C:9]1[CH:10]=[CH:11][CH:12]=[C:13]2[C:17]=1[N:16]([CH3:18])[CH:15]=[CH:14]2)[C:2]1[CH:7]=[CH:6][CH:5]=[CH:4][CH:3]=1. The reactants are [CH2:1]([O:8][C:9]1[CH:10]=[CH:11][CH:12]=[C:13]2[C:17]=1[NH:16][CH:15]=[CH:14]2)[C:2]1[CH:7]=[CH:6][CH:5]=[CH:4][CH:3]=1.[CH3:18]C1C2C(=CC=CC=2)NC=1. No catalyst specified. The yield is 1.00. (2) The reactants are [Br:1][C:2]1[CH:3]=[C:4]([S:8](Cl)(=[O:10])=[O:9])[CH:5]=[CH:6][CH:7]=1.[CH3:12][NH:13][CH3:14].C1COCC1. The catalyst is N1C=CC=CC=1. The product is [Br:1][C:2]1[CH:3]=[C:4]([S:8]([N:13]([CH3:14])[CH3:12])(=[O:10])=[O:9])[CH:5]=[CH:6][CH:7]=1. The yield is 0.960. (3) The reactants are [C:1]1([C:7]2[N:8]=[C:9]([NH:28][CH2:29][CH:30]([CH3:32])[CH3:31])[C:10]3[N:11]([C:13]([C:16]4[CH:27]=[CH:26][C:19]([C:20]([NH:22][CH:23]5[CH2:25][CH2:24]5)=[O:21])=[CH:18][CH:17]=4)=[CH:14][N:15]=3)[CH:12]=2)[CH2:6][CH2:5][CH2:4][CH2:3][CH:2]=1. The catalyst is C(O)C.[Pd]. The product is [CH:1]1([C:7]2[N:8]=[C:9]([NH:28][CH2:29][CH:30]([CH3:32])[CH3:31])[C:10]3[N:11]([C:13]([C:16]4[CH:27]=[CH:26][C:19]([C:20]([NH:22][CH:23]5[CH2:24][CH2:25]5)=[O:21])=[CH:18][CH:17]=4)=[CH:14][N:15]=3)[CH:12]=2)[CH2:2][CH2:3][CH2:4][CH2:5][CH2:6]1. The yield is 0.400. (4) The reactants are [NH2:1][C:2]1[S:3][C:4]2[C:10]([C:11]3[CH:16]=[CH:15][CH:14]=[CH:13][CH:12]=3)=[CH:9][CH:8]=[C:7]([O:17][CH3:18])[C:5]=2[N:6]=1.Cl[C:20]([O:22][CH2:23][C:24]1[CH:29]=[CH:28][CH:27]=[CH:26][CH:25]=1)=[O:21]. The catalyst is N1C=CC=CC=1. The product is [CH2:23]([O:22][C:20](=[O:21])[NH:1][C:2]1[S:3][C:4]2[C:10]([C:11]3[CH:16]=[CH:15][CH:14]=[CH:13][CH:12]=3)=[CH:9][CH:8]=[C:7]([O:17][CH3:18])[C:5]=2[N:6]=1)[C:24]1[CH:29]=[CH:28][CH:27]=[CH:26][CH:25]=1. The yield is 0.790. (5) The catalyst is CN(C=O)C.C([O-])(=O)C.[Pd+2].C([O-])(=O)C. The product is [Cl:8][C:5]1[N:6]=[CH:7][C:2]2[C:25]([CH3:26])=[C:24]([CH:23]([OH:27])[CH3:22])[N:9]([CH:10]3[CH2:14][CH2:13][CH2:12][CH2:11]3)[C:3]=2[N:4]=1. The yield is 0.148. The reactants are Br[C:2]1[C:3]([NH:9][CH:10]2[CH2:14][CH2:13][CH2:12][CH2:11]2)=[N:4][C:5]([Cl:8])=[N:6][CH:7]=1.[Cl-].[Li+].C([O-])(=O)C.[K+].[CH3:22][CH:23]([OH:27])[C:24]#[C:25][CH3:26]. (6) The reactants are [Cl-].O[NH3+:3].[C:4](=[O:7])([O-])[OH:5].[Na+].CS(C)=O.[CH2:13]([C:15]1[S:49][C:18]2[N:19]([CH2:33][C:34]3[CH:39]=[CH:38][C:37]([C:40]4[C:41]([C:46]#[N:47])=[CH:42][CH:43]=[CH:44][CH:45]=4)=[CH:36][C:35]=3[F:48])[C:20](=[O:32])[N:21]([CH2:24][CH2:25][N:26]3[CH2:31][CH2:30][O:29][CH2:28][CH2:27]3)[C:22](=[O:23])[C:17]=2[CH:16]=1)[CH3:14]. The catalyst is C(Cl)(Cl)Cl. The product is [CH2:13]([C:15]1[S:49][C:18]2[N:19]([CH2:33][C:34]3[CH:39]=[CH:38][C:37]([C:40]4[CH:45]=[CH:44][CH:43]=[CH:42][C:41]=4[C:46]4[NH:3][C:4](=[O:7])[O:5][N:47]=4)=[CH:36][C:35]=3[F:48])[C:20](=[O:32])[N:21]([CH2:24][CH2:25][N:26]3[CH2:31][CH2:30][O:29][CH2:28][CH2:27]3)[C:22](=[O:23])[C:17]=2[CH:16]=1)[CH3:14]. The yield is 0.570. (7) The reactants are [Cl:1][C:2]1[CH:3]=[C:4]([C@H:8]([O:36][CH2:37][CH2:38][CH2:39][C:40]([NH:42][CH3:43])=[O:41])[C@@H:9]2[CH2:14][CH2:13][CH2:12][N:11]([C:15]([NH:17][C@@H:18]([CH2:29][CH:30]3[CH2:35][CH2:34][CH2:33][CH2:32][CH2:31]3)[CH2:19][N:20](C)[C:21](=O)OC(C)(C)C)=[O:16])[CH2:10]2)[CH:5]=[CH:6][CH:7]=1.C(=O)(O)[O-].[Na+]. The catalyst is C(O)(C(F)(F)F)=O.C(Cl)Cl. The product is [Cl:1][C:2]1[CH:3]=[C:4]([C@H:8]([O:36][CH2:37][CH2:38][CH2:39][C:40]([NH:42][CH3:43])=[O:41])[C@@H:9]2[CH2:14][CH2:13][CH2:12][N:11]([C:15]([NH:17][C@H:18]([CH2:19][NH:20][CH3:21])[CH2:29][CH:30]3[CH2:31][CH2:32][CH2:33][CH2:34][CH2:35]3)=[O:16])[CH2:10]2)[CH:5]=[CH:6][CH:7]=1. The yield is 0.0800. (8) The reactants are [C:1]([Si:5]([CH3:26])([CH3:25])[O:6][CH2:7][CH2:8][N:9]1[CH2:14][CH2:13][N:12]([CH2:15][C:16]2[CH:21]=[CH:20][C:19]([N+:22]([O-])=O)=[CH:18][CH:17]=2)[CH2:11][CH2:10]1)([CH3:4])([CH3:3])[CH3:2].O.[NH4+].[Cl-]. The catalyst is CO.[Zn]. The product is [C:1]([Si:5]([CH3:26])([CH3:25])[O:6][CH2:7][CH2:8][N:9]1[CH2:10][CH2:11][N:12]([CH2:15][C:16]2[CH:17]=[CH:18][C:19]([NH2:22])=[CH:20][CH:21]=2)[CH2:13][CH2:14]1)([CH3:4])([CH3:3])[CH3:2]. The yield is 0.790.